Dataset: Full USPTO retrosynthesis dataset with 1.9M reactions from patents (1976-2016). Task: Predict the reactants needed to synthesize the given product. (1) Given the product [CH3:13][O:14][CH2:15][CH2:16][O:20][C:2]1[CH:9]=[CH:8][C:5]([CH:6]=[O:7])=[C:4]([N+:10]([O-:12])=[O:11])[CH:3]=1, predict the reactants needed to synthesize it. The reactants are: F[C:2]1[CH:9]=[CH:8][C:5]([CH:6]=[O:7])=[C:4]([N+:10]([O-:12])=[O:11])[CH:3]=1.[CH3:13][O:14][CH:15](O)[CH3:16].CS(C)=[O:20]. (2) Given the product [CH:12]1([NH:15][CH2:8][CH2:7][C:4]2[CH:5]=[CH:6][C:1]([CH3:11])=[CH:2][CH:3]=2)[CH2:14][CH2:13]1, predict the reactants needed to synthesize it. The reactants are: [C:1]1([CH3:11])[CH:6]=[CH:5][C:4]([CH2:7][C:8](O)=O)=[CH:3][CH:2]=1.[CH:12]1([NH2:15])[CH2:14][CH2:13]1.